Binary Classification. Given a miRNA mature sequence and a target amino acid sequence, predict their likelihood of interaction. From a dataset of Experimentally validated miRNA-target interactions with 360,000+ pairs, plus equal number of negative samples. The miRNA is hsa-miR-7977 with sequence UUCCCAGCCAACGCACCA. The protein sequence of the target gene is MKASSGDQGSPPCFLRFPRPVRVVSGAEAELKCVVLGEPPPVVVWEKGGQQLAASERLSFPADGAEHGLLLTAALPTDAGVYVCRARNAAGEAYAAAAVTVLEPPASDPELQPAERPLPSPGSGEGAPVFLTGPRSQWVLRGAEVVLTCRAGGLPEPTLYWEKDGMALDEVWDSSHFALQPGRAEDGPGASLALRILAARLPDSGVYVCHARNAHGHAQAGALLQVHQPPESPPADPDEAPAPVVEPLKCAPKTFWVNEGKHAKFRCYVMGKPEPEIEWHWEGRPLLPDRRRLMYRDRDG.... Result: 0 (no interaction).